This data is from Full USPTO retrosynthesis dataset with 1.9M reactions from patents (1976-2016). The task is: Predict the reactants needed to synthesize the given product. (1) The reactants are: [C:1]([O:5][C:6]([N:8]1[CH2:14][CH2:13][CH2:12][N:11]([C:15]2[NH:23][C:22]3[C:21](=[O:24])[N:20]([CH2:25][O:26][CH2:27][CH2:28][Si:29]([CH3:32])([CH3:31])[CH3:30])[C:19](=[O:33])[N:18]([CH3:34])[C:17]=3[C:16]=2[C:35]#[N:36])[CH2:10][CH2:9]1)=[O:7])([CH3:4])([CH3:3])[CH3:2].Br[CH2:38][C:39]#[C:40][CH3:41].C(N(C(C)C)CC)(C)C. Given the product [C:1]([O:5][C:6]([N:8]1[CH2:14][CH2:13][CH2:12][N:11]([C:15]2[N:23]([CH2:38][C:39]#[C:40][CH3:41])[C:22]3[C:21](=[O:24])[N:20]([CH2:25][O:26][CH2:27][CH2:28][Si:29]([CH3:32])([CH3:31])[CH3:30])[C:19](=[O:33])[N:18]([CH3:34])[C:17]=3[C:16]=2[C:35]#[N:36])[CH2:10][CH2:9]1)=[O:7])([CH3:4])([CH3:2])[CH3:3], predict the reactants needed to synthesize it. (2) Given the product [C:1]([O:5][C:6]([N:8]1[CH2:13][CH2:12][CH:11]([NH:14][CH2:21][C:20]2[CH:23]=[CH:24][C:17]([N:16]([CH3:15])[CH3:28])=[C:18]([N+:25]([O-:27])=[O:26])[CH:19]=2)[CH2:10][CH2:9]1)=[O:7])([CH3:4])([CH3:2])[CH3:3], predict the reactants needed to synthesize it. The reactants are: [C:1]([O:5][C:6]([N:8]1[CH2:13][CH2:12][CH:11]([NH2:14])[CH2:10][CH2:9]1)=[O:7])([CH3:4])([CH3:3])[CH3:2].[CH3:15][N:16]([CH3:28])[C:17]1[CH:24]=[CH:23][C:20]([CH:21]=O)=[CH:19][C:18]=1[N+:25]([O-:27])=[O:26].[BH4-].[Na+].C(O)(=O)C. (3) Given the product [OH:23][C:24]([C:55]1[CH:60]=[CH:59][CH:58]=[CH:57][CH:56]=1)([C:49]1[CH:54]=[CH:53][CH:52]=[CH:51][CH:50]=1)[CH:25]1[CH2:30][CH2:29][N:28]([CH2:31][CH2:32][CH2:33][C@@H:34]([C:36]2[CH:41]=[CH:40][C:39]([C:42]([CH3:48])([CH3:47])[C:43]([O:45][CH2:46][CH3:2])=[O:44])=[CH:38][CH:37]=2)[OH:35])[CH2:27][CH2:26]1, predict the reactants needed to synthesize it. The reactants are: B(Cl)([C@H]1[C@H](C)[C@H]2C(C)(C)[C@@H](C2)C1)[C@H:2]1[C@H](C)[C@@H]2C(C)(C)[C@@H](C2)C1.[OH:23][C:24]([C:55]1[CH:60]=[CH:59][CH:58]=[CH:57][CH:56]=1)([C:49]1[CH:54]=[CH:53][CH:52]=[CH:51][CH:50]=1)[CH:25]1[CH2:30][CH2:29][N:28]([CH2:31][CH2:32][CH2:33][C:34]([C:36]2[CH:41]=[CH:40][C:39]([C:42]([CH3:48])([CH3:47])[C:43]([O:45][CH3:46])=[O:44])=[CH:38][CH:37]=2)=[O:35])[CH2:27][CH2:26]1.O.OO.